Task: Predict the reactants needed to synthesize the given product.. Dataset: Full USPTO retrosynthesis dataset with 1.9M reactions from patents (1976-2016) (1) Given the product [N:19]1([CH2:2][C:3]2[CH:12]=[CH:11][C:6]([C:7]([O:9][CH3:10])=[O:8])=[CH:5][CH:4]=2)[CH:23]=[CH:22][N:21]=[CH:20]1, predict the reactants needed to synthesize it. The reactants are: Br[CH2:2][C:3]1[CH:12]=[CH:11][C:6]([C:7]([O:9][CH3:10])=[O:8])=[CH:5][CH:4]=1.C([O-])([O-])=O.[Cs+].[Cs+].[NH:19]1[CH:23]=[CH:22][N:21]=[CH:20]1. (2) Given the product [Cl:38][C:20]1[N:15]2[N:14]=[C:13]([C:11]3[CH:10]=[CH:9][N:8]=[C:7]([NH:6][CH:1]4[CH2:2][CH2:3][CH2:4][CH2:5]4)[CH:12]=3)[C:21]([C:22]3[CH:27]=[CH:26][N:25]=[C:24]([NH:28][CH:29]([CH3:31])[CH3:30])[N:23]=3)=[C:16]2[CH:17]=[CH:18][CH:19]=1, predict the reactants needed to synthesize it. The reactants are: [CH:1]1([NH:6][C:7]2[CH:12]=[C:11]([C:13]3[C:21]([C:22]4[CH:27]=[CH:26][N:25]=[C:24]([NH:28][CH:29]([CH3:31])[CH3:30])[N:23]=4)=[C:16]4[CH:17]=[CH:18][CH:19]=[CH:20][N:15]4[N:14]=3)[CH:10]=[CH:9][N:8]=2)[CH2:5][CH2:4][CH2:3][CH2:2]1.C([Li])CCC.C(Cl)(Cl)(Cl)[Cl:38]. (3) Given the product [CH3:1][C:2]([CH3:16])([CH3:15])[C:3]([NH:5][CH2:6][C:7]1[CH:8]=[CH:9][C:10]([CH2:11][NH2:12])=[CH:13][CH:14]=1)=[O:4], predict the reactants needed to synthesize it. The reactants are: [CH3:1][C:2]([CH3:16])([CH3:15])[C:3]([NH:5][CH2:6][C:7]1[CH:14]=[CH:13][C:10]([C:11]#[N:12])=[CH:9][CH:8]=1)=[O:4]. (4) The reactants are: N1C=CC=C([C:7]2[CH:8]=C3[C:19]4[C:14](=[N:15][CH:16]=[C:17](C5C=CC(N6CCN(C(OC(C)(C)C)=O)CC6)=CC=5)[CH:18]=4)[NH:13][C:10]3=[CH:11][N:12]=2)C=1.Br[C:40]1[CH:41]=[C:42]2[C:52]3[C:47](=[CH:48][N:49]=[C:50]([C:53]4[CH:54]=[N:55][CH:56]=[CH:57][CH:58]=4)[CH:51]=3)[NH:46][C:43]2=[N:44][CH:45]=1.CC1(C)C(C)(C)OB(C2C=CC(N3CCNCC3)=NC=2)O1. Given the product [N:13]1([C:14]2[N:15]=[CH:16][C:17]([C:40]3[CH:41]=[C:42]4[C:52]5[C:47](=[CH:48][N:49]=[C:50]([C:53]6[CH:54]=[N:55][CH:56]=[CH:57][CH:58]=6)[CH:51]=5)[NH:46][C:43]4=[N:44][CH:45]=3)=[CH:18][CH:19]=2)[CH2:8][CH2:7][NH:12][CH2:11][CH2:10]1, predict the reactants needed to synthesize it. (5) Given the product [N+:17]([C:14]1[S:16][C:2]2[N:3]=[CH:4][CH:5]=[CH:6][C:7]=2[N:8]=1)([O-:20])=[O:18], predict the reactants needed to synthesize it. The reactants are: Cl[C:2]1[C:7]([N+:8]([O-])=O)=[CH:6][C:5]([N+]([O-])=O)=[CH:4][N:3]=1.[C:14]([NH2:17])(=[S:16])C.[OH2:18].S1(CCCC1)(=O)=[O:20]. (6) Given the product [NH2:1][C:4]1[CH:5]=[CH:6][C:7]([C:10]2[CH:15]=[CH:14][C:13]([C:16]([CH:18]3[CH2:23][CH2:22][CH2:21][CH2:20][CH:19]3[C:24]([O:26][CH3:27])=[O:25])=[O:17])=[CH:12][CH:11]=2)=[CH:8][CH:9]=1, predict the reactants needed to synthesize it. The reactants are: [N+:1]([C:4]1[CH:9]=[CH:8][C:7]([C:10]2[CH:15]=[CH:14][C:13]([C:16]([CH:18]3[CH2:23][CH2:22][CH2:21][CH2:20][CH:19]3[C:24]([O:26][CH3:27])=[O:25])=[O:17])=[CH:12][CH:11]=2)=[CH:6][CH:5]=1)([O-])=O.[NH4+].[Cl-].C(O)C. (7) Given the product [C:1]([C:5]1[N:6]=[C:7]2[C:12]([C:13]([F:16])([F:14])[F:15])=[CH:11][CH:10]=[CH:9][N:8]2[C:17]=1[C:19]1[CH:20]=[C:21]([OH:25])[CH:22]=[CH:23][CH:24]=1)([CH3:4])([CH3:2])[CH3:3], predict the reactants needed to synthesize it. The reactants are: [C:1]([C:5]1[N:6]=[C:7]2[C:12]([C:13]([F:16])([F:15])[F:14])=[CH:11][CH:10]=[CH:9][N:8]2[CH:17]=1)([CH3:4])([CH3:3])[CH3:2].I[C:19]1[CH:20]=[C:21]([OH:25])[CH:22]=[CH:23][CH:24]=1.C([O-])(=O)C.[K+]. (8) Given the product [F:1][C:2]1[CH:36]=[CH:35][C:5]([CH2:6][C:7]2[CH:16]=[C:15]3[C:10]([C:11]([OH:34])=[C:12]([C:29]([NH:45][CH2:44][CH2:43][N:42]4[CH2:37][CH2:38][O:39][CH2:40][CH2:41]4)=[O:30])[C:13](=[O:28])[N:14]3[CH2:17][C:18]3[CH:23]=[CH:22][C:21]([S:24]([CH3:27])(=[O:26])=[O:25])=[CH:20][CH:19]=3)=[N:9][CH:8]=2)=[CH:4][CH:3]=1, predict the reactants needed to synthesize it. The reactants are: [F:1][C:2]1[CH:36]=[CH:35][C:5]([CH2:6][C:7]2[CH:16]=[C:15]3[C:10]([C:11]([OH:34])=[C:12]([C:29](OCC)=[O:30])[C:13](=[O:28])[N:14]3[CH2:17][C:18]3[CH:23]=[CH:22][C:21]([S:24]([CH3:27])(=[O:26])=[O:25])=[CH:20][CH:19]=3)=[N:9][CH:8]=2)=[CH:4][CH:3]=1.[CH2:37]1[N:42]([CH2:43][CH2:44][NH2:45])[CH2:41][CH2:40][O:39][CH2:38]1. (9) Given the product [CH2:1]([O:3][C:4](=[O:17])[C:5]([CH3:7])([O:8][C:9]1[CH:10]=[CH:11][C:12]([CH2:15][NH:16][C:31](=[O:32])[CH2:30][CH2:29][C:28]#[C:27][C:24]2[CH:25]=[CH:26][C:21]([O:20][C:19]([F:34])([F:35])[F:18])=[CH:22][CH:23]=2)=[CH:13][CH:14]=1)[CH3:6])[CH3:2], predict the reactants needed to synthesize it. The reactants are: [CH2:1]([O:3][C:4](=[O:17])[C:5]([O:8][C:9]1[CH:14]=[CH:13][C:12]([CH2:15][NH2:16])=[CH:11][CH:10]=1)([CH3:7])[CH3:6])[CH3:2].[F:18][C:19]([F:35])([F:34])[O:20][C:21]1[CH:26]=[CH:25][C:24]([C:27]#[C:28][CH2:29][CH2:30][C:31](O)=[O:32])=[CH:23][CH:22]=1.Cl.CN(C)CCCN=C=NCC.OS([O-])(=O)=O.[K+].CCOCC.